Dataset: Catalyst prediction with 721,799 reactions and 888 catalyst types from USPTO. Task: Predict which catalyst facilitates the given reaction. (1) Reactant: [CH3:1][CH:2]1[CH2:10][C:9]2[C:4](=[C:5]([O:12][CH3:13])[CH:6]=[CH:7][C:8]=2[Br:11])[CH:3]1[OH:14].[CH3:15]S(C)=O.[OH-].[K+].CI. Product: [CH3:1][CH:2]1[CH2:10][C:9]2[C:4](=[C:5]([O:12][CH3:13])[CH:6]=[CH:7][C:8]=2[Br:11])[CH:3]1[O:14][CH3:15]. The catalyst class is: 6. (2) Product: [Br:8][C:21]1[C:22](=[O:38])[N:23]([C:27]2[CH:28]=[C:29]([CH:34]=[CH:35][C:36]=2[CH3:37])[C:30]([O:32][CH3:33])=[O:31])[C:24]([CH3:26])=[CH:25][C:20]=1[O:19][CH2:18][C:17]1[CH:39]=[CH:40][C:41]([F:43])=[CH:42][C:16]=1[CH2:15][NH:14][C:12]([NH:11][CH2:9][CH3:10])=[O:13]. Reactant: C1C(=O)N([Br:8])C(=O)C1.[CH2:9]([NH:11][C:12]([NH:14][CH2:15][C:16]1[CH:42]=[C:41]([F:43])[CH:40]=[CH:39][C:17]=1[CH2:18][O:19][C:20]1[CH:25]=[C:24]([CH3:26])[N:23]([C:27]2[CH:28]=[C:29]([CH:34]=[CH:35][C:36]=2[CH3:37])[C:30]([O:32][CH3:33])=[O:31])[C:22](=[O:38])[CH:21]=1)=[O:13])[CH3:10]. The catalyst class is: 2. (3) Reactant: Cl.C(OC([N:9]1[C@H:14]([C:15]2[NH:16][CH:17]=[C:18]([C:20]3[CH:21]=[C:22]4[C:27](=[CH:28][CH:29]=3)[CH:26]=[C:25]([C:30]3[CH:35]=[CH:34][C:33]([C:36]5[N:37]=[C:38]([C@@H:41]6[CH2:46][C@:45]7([CH3:47])[C@@H:43]([CH2:44]7)[N:42]6C(OC(C)(C)C)=O)[NH:39][CH:40]=5)=[CH:32][CH:31]=3)[CH:24]=[CH:23]4)[N:19]=2)[CH2:13][C@:12]2([CH3:55])[C@H:10]1[CH2:11]2)=O)(C)(C)C. Product: [CH3:47][C@:45]12[CH2:44][C@H:43]1[NH:42][C@H:41]([C:38]1[NH:39][CH:40]=[C:36]([C:33]3[CH:34]=[CH:35][C:30]([C:25]4[CH:24]=[CH:23][C:22]5[C:27](=[CH:28][CH:29]=[C:20]([C:18]6[N:19]=[C:15]([C@@H:14]7[CH2:13][C@:12]8([CH3:55])[C@@H:10]([CH2:11]8)[NH:9]7)[NH:16][CH:17]=6)[CH:21]=5)[CH:26]=4)=[CH:31][CH:32]=3)[N:37]=1)[CH2:46]2. The catalyst class is: 169. (4) Reactant: [N:1]1([C:7]2[N:12]=[C:11]([C:13]3[CH:18]=[CH:17][C:16]([NH:19][C:20](=[O:28])[NH:21][C:22]4[CH:27]=[CH:26][N:25]=[CH:24][CH:23]=4)=[CH:15][CH:14]=3)[N:10]=[C:9]([NH:29][CH:30]3[CH2:33][N:32](C(OC(C)(C)C)=O)[CH2:31]3)[N:8]=2)[CH2:6][CH2:5][O:4][CH2:3][CH2:2]1.C(O)(C(F)(F)F)=O. Product: [NH:32]1[CH2:31][CH:30]([NH:29][C:9]2[N:8]=[C:7]([N:1]3[CH2:6][CH2:5][O:4][CH2:3][CH2:2]3)[N:12]=[C:11]([C:13]3[CH:14]=[CH:15][C:16]([NH:19][C:20]([NH:21][C:22]4[CH:23]=[CH:24][N:25]=[CH:26][CH:27]=4)=[O:28])=[CH:17][CH:18]=3)[N:10]=2)[CH2:33]1. The catalyst class is: 2.